Predict the reaction yield, written as a fraction of the theoretical maximum amount of product (1.0 means a 100% yield; for example, 0.34 means a 34% yield). From a dataset of Reaction yield outcomes from USPTO patents with 853,638 reactions. (1) The reactants are [N:1]1[CH:6]=[CH:5][CH:4]=[CH:3][C:2]=1[CH2:7][CH2:8][CH2:9][CH2:10][C:11]([OH:13])=O.S(Cl)(Cl)=O.Cl.[NH2:19][C:20]1[C:28]([OH:29])=[C:27]2[C:23]([CH2:24][CH2:25][CH:26]2[CH2:30][CH2:31][NH:32][C:33](=[O:35])[CH3:34])=[CH:22][CH:21]=1.O. The catalyst is N1C=CC=CC=1.C(OCC)(=O)C. The product is [C:33]([NH:32][CH2:31][CH2:30][CH:26]1[C:27]2[C:23](=[CH:22][CH:21]=[C:20]([NH:19][C:11](=[O:13])[CH2:10][CH2:9][CH2:8][CH2:7][C:2]3[CH:3]=[CH:4][CH:5]=[CH:6][N:1]=3)[C:28]=2[OH:29])[CH2:24][CH2:25]1)(=[O:35])[CH3:34]. The yield is 0.260. (2) The reactants are [C:1]([C:3]1[CH:4]=[C:5]([CH:10]2[C:15]([C:16]#[N:17])=[C:14]([CH3:18])[NH:13][C:12]([CH3:19])=[C:11]2[C:20]#[N:21])[CH:6]=[CH:7][C:8]=1F)#[N:2].O.[NH2:23][NH2:24]. The catalyst is C(O)CCC. The product is [NH2:2][C:1]1[C:3]2[C:8](=[CH:7][CH:6]=[C:5]([CH:10]3[C:15]([C:16]#[N:17])=[C:14]([CH3:18])[NH:13][C:12]([CH3:19])=[C:11]3[C:20]#[N:21])[CH:4]=2)[NH:24][N:23]=1. The yield is 0.570. (3) The reactants are Cl.Cl.[NH:3]1[CH2:6][CH:5]([C:7]2[C:8]([O:28][CH3:29])=[C:9]([CH:15]([N:17]3[C:21]4=[N:22][CH:23]=[N:24][C:25]([NH2:26])=[C:20]4[C:19]([CH3:27])=[N:18]3)[CH3:16])[CH:10]=[C:11]([Cl:14])[C:12]=2[F:13])[CH2:4]1.C(N(CC)CC)C.[Si]([O:44][CH2:45][CH:46]=O)(C(C)(C)C)(C)C.C(O[BH-](OC(=O)C)OC(=O)C)(=O)C.[Na+].Cl.O. The catalyst is CO. The product is [NH2:26][C:25]1[N:24]=[CH:23][N:22]=[C:21]2[N:17]([CH:15]([C:9]3[C:8]([O:28][CH3:29])=[C:7]([CH:5]4[CH2:4][N:3]([CH2:46][CH2:45][OH:44])[CH2:6]4)[C:12]([F:13])=[C:11]([Cl:14])[CH:10]=3)[CH3:16])[N:18]=[C:19]([CH3:27])[C:20]=12. The yield is 0.130. (4) The reactants are [Br:1]N1C(=O)CCC1=O.[C:9]([O:13][C:14]([N:16]1[CH2:21][CH2:20][N:19]([C:22]2[C:23]3[CH:30]=[CH:29][C:28]([F:31])=[CH:27][C:24]=3[S:25][CH:26]=2)[CH2:18][CH2:17]1)=[O:15])([CH3:12])([CH3:11])[CH3:10]. The catalyst is C(Cl)(Cl)(Cl)Cl. The product is [C:9]([O:13][C:14]([N:16]1[CH2:17][CH2:18][N:19]([C:22]2[C:23]3[CH:30]=[CH:29][C:28]([F:31])=[CH:27][C:24]=3[S:25][C:26]=2[Br:1])[CH2:20][CH2:21]1)=[O:15])([CH3:12])([CH3:10])[CH3:11]. The yield is 0.940. (5) The catalyst is CCOC(C)=O. The reactants are [F:1][C:2]1[C:3]([O:20][CH2:21][C:22]2[CH:27]=[CH:26][CH:25]=[CH:24][CH:23]=2)=[C:4]([C:8](=[NH:19])[NH:9][CH2:10][CH2:11][C:12]2[CH:17]=[CH:16][CH:15]=[C:14]([F:18])[CH:13]=2)[CH:5]=[CH:6][CH:7]=1.C1COCC1.[CH2:33]([CH:35]([C:39](Cl)=[O:40])[C:36](Cl)=[O:37])[CH3:34]. The product is [CH2:33]([C:35]1[C:36](=[O:37])[N:9]([CH2:10][CH2:11][C:12]2[CH:17]=[CH:16][CH:15]=[C:14]([F:18])[CH:13]=2)[C:8]([C:4]2[CH:5]=[CH:6][CH:7]=[C:2]([F:1])[C:3]=2[O:20][CH2:21][C:22]2[CH:23]=[CH:24][CH:25]=[CH:26][CH:27]=2)=[N:19][C:39]=1[OH:40])[CH3:34]. The yield is 0.420.